This data is from Experimentally validated miRNA-target interactions with 360,000+ pairs, plus equal number of negative samples. The task is: Binary Classification. Given a miRNA mature sequence and a target amino acid sequence, predict their likelihood of interaction. (1) Result: 0 (no interaction). The miRNA is hsa-miR-3605-3p with sequence CCUCCGUGUUACCUGUCCUCUAG. The protein sequence of the target gene is MVVRAFVLLALFAEASAKSCTPNKADVILVFCYPKTIITKIPECPYGWEVHQLALGGLCYNGVHEGGYYQFVIPDLSPKNKSYCGTQSEYKPPIYHFYSHIVSNDSTVIVKNQPVNYSFSCTYHSTYLVNQAAFDQRVATVHVKNGSMGTFESQLSLNFYTNAKFSTKKEAPFVLETSEIGSDLFAGVEAKGLSVRFKVVLNSCWATPSADFMYPLQWQLINKGCPTDETVLVHENGKDHRATFQFNAFRFQNIPKLSKVWLHCETFICDSEKLSCPVNCDKRKRMLRDQTGGVLVVELS.... (2) The miRNA is mmu-miR-124-3p with sequence UAAGGCACGCGGUGAAUGCC. The protein sequence of the target gene is MASGAAQNSSQMACDSEIPGFLDAFLQDFPAPLSLESPLPWKVPGTVLSQEEVEAELIELALGFLGSRNAPPSFAVAVTHEAISQLLQTDLSEFKRLPEQEEEEEEEEEEKALVTLLDAKGLARSFFNCLWKVCSQWQKQVPLTAQAPQWQWLVSIHAIRNTRRKMEDRHVSLPAFNHLFGLSDSVHRAYFAVFDGHGGVDAARYASVHVHTNASHQPELRTNPAAALKEAFRLTDEMFLQKAKRERLQSGTTGVCALIAGAALHVAWLGDSQVILVQQGRVVKLMEPHKPERQDEKARI.... Result: 1 (interaction). (3) The miRNA is mmu-miR-673-5p with sequence CUCACAGCUCUGGUCCUUGGAG. The protein sequence of the target gene is MTGGRFDFDDGGTYCGGWEEGKAHGHGICTGPKGQGEYSGSWSHGFEVVGVYTWPSGNTYQGYWAQGKRHGLGVETKGKWMYRGEWSHGFKGRYGVRQSLCTPARYEGTWSNGLQDGYGVETYGDGGTYQGQWAGGMRHGYGVRQSVPYGMATVIRSPLRTSLASLRSEQSNGSVLHEAAAAAADSPAGTRGGFVLNFHADTELGKKKGGLFRRGSLLGSMKLRKSESKSSISSKRSSVRSDAAMSRISSSDANSTISFGDVDCDFCPVEDHVDATTTETYMGEWKNDKRNGFGISERSN.... Result: 1 (interaction). (4) The miRNA is hsa-miR-6871-3p with sequence CAGCACCCUGUGGCUCCCACAG. The protein sequence of the target gene is MDKYDDLGLEASKFIEDLNMYEASKDGLFRVDKGAGNNPEFEETRRVFATKMAKIHLQQQQQQLLQEETLPRGSRGPVNGGGRLGPQARWEVVGSKLTVDGAAKPPLAASTGAPGAVTTLAAGQPPYPPQEQRSRPYLHGTRHGSQDCGSRESLATSEMSAFHQPGPCEDPSCLTHGDYYDNLSLASPKWGDKPGVSPSIGLSVGSGWPSSPGSDPPLPKPCGDHPLNHRQLSLSSSRSSEGSLGGQNSGIGGRSSEKPTGLWSTASSQRVSPGLPSPNLENGAPAVGPVQPRTPSVSAP.... Result: 0 (no interaction). (5) The miRNA is mmu-miR-467d-5p with sequence UAAGUGCGCGCAUGUAUAUGCG. The protein sequence of the target gene is MVQIVISSARAGGLAEWVLMELQGEIEARYSTGLAGNLLGDLHYTTEGIPVLIVGHHILYGKIIHLEKPFAVLVKHTPGDQDCDELGRETGTRYLVTALIKDKILFKTRPKPIITSVPKKV. Result: 0 (no interaction).